From a dataset of Full USPTO retrosynthesis dataset with 1.9M reactions from patents (1976-2016). Predict the reactants needed to synthesize the given product. (1) Given the product [Cl:1][C:2]1[C:7]([CH2:8][Cl:23])=[CH:6][N:5]=[C:4]2[N:10]([CH2:13][C:14]3[CH:19]=[CH:18][C:17]([O:20][CH3:21])=[CH:16][CH:15]=3)[N:11]=[CH:12][C:3]=12, predict the reactants needed to synthesize it. The reactants are: [Cl:1][C:2]1[C:7]([CH2:8]O)=[CH:6][N:5]=[C:4]2[N:10]([CH2:13][C:14]3[CH:19]=[CH:18][C:17]([O:20][CH3:21])=[CH:16][CH:15]=3)[N:11]=[CH:12][C:3]=12.C(Cl)[Cl:23].C(N(CC)C(C)C)(C)C.CS(Cl)(=O)=O. (2) Given the product [CH3:29][N:30]([CH3:40])[C:31]1[CH:39]=[CH:38][C:34]([C:35]([NH:1][C@H:2]([C:23]2[CH:24]=[CH:25][CH:26]=[CH:27][CH:28]=2)[CH2:3][CH2:4][N:5]2[CH2:10][CH2:9][CH:8]([C:11]3[CH:16]=[CH:15][CH:14]=[C:13]([NH:17][C:18](=[O:22])[CH:19]([CH3:21])[CH3:20])[CH:12]=3)[CH2:7][CH2:6]2)=[O:36])=[CH:33][CH:32]=1, predict the reactants needed to synthesize it. The reactants are: [NH2:1][C@H:2]([C:23]1[CH:28]=[CH:27][CH:26]=[CH:25][CH:24]=1)[CH2:3][CH2:4][N:5]1[CH2:10][CH2:9][CH:8]([C:11]2[CH:12]=[C:13]([NH:17][C:18](=[O:22])[CH:19]([CH3:21])[CH3:20])[CH:14]=[CH:15][CH:16]=2)[CH2:7][CH2:6]1.[CH3:29][N:30]([CH3:40])[C:31]1[CH:39]=[CH:38][C:34]([C:35](Cl)=[O:36])=[CH:33][CH:32]=1.